Dataset: Reaction yield outcomes from USPTO patents with 853,638 reactions. Task: Predict the reaction yield, written as a fraction of the theoretical maximum amount of product (1.0 means a 100% yield; for example, 0.34 means a 34% yield). (1) The reactants are Br[C:2]1[C:10]2[C:5](=[N:6][CH:7]=[C:8]([C:11]3[CH:16]=[CH:15][C:14]([N:17]([CH3:19])[CH3:18])=[CH:13][CH:12]=3)[CH:9]=2)[N:4]([CH2:20][O:21][CH2:22][CH2:23][Si:24]([CH3:27])([CH3:26])[CH3:25])[CH:3]=1.[NH:28]1[CH2:33][CH2:32][O:31][CH2:30][CH2:29]1.O.P([O-])([O-])([O-])=O.[K+].[K+].[K+]. The catalyst is CN(C)CCO.[Cl-].[Na+].O.[Cu]. The product is [CH3:18][N:17]([CH3:19])[C:14]1[CH:15]=[CH:16][C:11]([C:8]2[CH:9]=[C:10]3[C:2]([N:28]4[CH2:33][CH2:32][O:31][CH2:30][CH2:29]4)=[CH:3][N:4]([CH2:20][O:21][CH2:22][CH2:23][Si:24]([CH3:27])([CH3:26])[CH3:25])[C:5]3=[N:6][CH:7]=2)=[CH:12][CH:13]=1. The yield is 0.170. (2) The reactants are [C:1]([C:4]1[C:5]([OH:15])=[CH:6][C:7]([OH:14])=[C:8]([CH:13]=1)[C:9]([O:11][CH3:12])=[O:10])(=[O:3])[CH3:2].C(=O)([O-])[O-].[K+].[K+].[CH2:22](Br)[C:23]1[CH:28]=[CH:27][CH:26]=[CH:25][CH:24]=1. The catalyst is C(#N)C. The product is [C:1]([C:4]1[C:5]([O:15][CH2:1][C:4]2[CH:5]=[CH:6][CH:7]=[CH:8][CH:13]=2)=[CH:6][C:7]([O:14][CH2:22][C:23]2[CH:28]=[CH:27][CH:26]=[CH:25][CH:24]=2)=[C:8]([CH:13]=1)[C:9]([O:11][CH3:12])=[O:10])(=[O:3])[CH3:2]. The yield is 0.710. (3) The reactants are [Cl:1][C:2]1[CH:7]=[C:6]([CH2:8][OH:9])[CH:5]=[C:4]([C:10]([F:13])([F:12])[F:11])[N:3]=1.CI.[CH3:16]N(C)C=O.C(=O)([O-])[O-].[K+].[K+]. The catalyst is O. The product is [Cl:1][C:2]1[CH:7]=[C:6]([CH2:8][O:9][CH3:16])[CH:5]=[C:4]([C:10]([F:11])([F:12])[F:13])[N:3]=1. The yield is 0.400.